Dataset: Catalyst prediction with 721,799 reactions and 888 catalyst types from USPTO. Task: Predict which catalyst facilitates the given reaction. (1) Reactant: O.O.[Sn](Cl)Cl.[Cl:6][C:7]1[CH:16]=[N:15][C:14]2[C:13]([N:17]3[CH2:22][CH2:21][O:20][CH2:19][CH2:18]3)=[N:12][C:11]([C:23]3[CH:28]=[CH:27][C:26]([N+:29]([O-])=O)=[CH:25][CH:24]=3)=[N:10][C:9]=2[CH:8]=1. The catalyst class is: 8. Product: [Cl:6][C:7]1[CH:16]=[N:15][C:14]2[C:13]([N:17]3[CH2:22][CH2:21][O:20][CH2:19][CH2:18]3)=[N:12][C:11]([C:23]3[CH:28]=[CH:27][C:26]([NH2:29])=[CH:25][CH:24]=3)=[N:10][C:9]=2[CH:8]=1. (2) Reactant: [CH3:1][C:2]1[NH:6][C:5]2[S:7][CH:8]=[CH:9][C:4]=2[C:3]=1[CH2:10][C:11]([O:13][CH3:14])=[O:12].C(O[K])(C)(C)C.[CH3:21][S:22]([C:25]1[CH:30]=[CH:29][C:28]([S:31](Cl)(=[O:33])=[O:32])=[CH:27][CH:26]=1)(=[O:24])=[O:23]. Product: [CH3:1][C:2]1[N:6]([S:31]([C:28]2[CH:27]=[CH:26][C:25]([S:22]([CH3:21])(=[O:24])=[O:23])=[CH:30][CH:29]=2)(=[O:33])=[O:32])[C:5]2[S:7][CH:8]=[CH:9][C:4]=2[C:3]=1[CH2:10][C:11]([O:13][CH3:14])=[O:12]. The catalyst class is: 1. (3) Reactant: C([O:3][C:4](=O)[CH2:5][N:6]1[CH2:10][CH2:9][O:8][C:7]1=[O:11])C.O.[NH2:14][NH2:15]. Product: [O:11]=[C:7]1[N:6]([CH2:5][C:4]([NH:14][NH2:15])=[O:3])[CH2:10][CH2:9][O:8]1. The catalyst class is: 8. (4) Reactant: [NH2:1][C:2]1[CH:3]=[C:4]([CH:10]=[CH:11][CH:12]=1)[C:5]([O:7][CH2:8][CH3:9])=[O:6].C(N(CC)CC)C.FC(F)(F)S(O[Si:26]([CH3:29])([CH3:28])[CH3:27])(=O)=O. Product: [CH3:27][Si:26]([N:1]([Si:26]([CH3:29])([CH3:28])[CH3:27])[C:2]1[CH:3]=[C:4]([CH:10]=[CH:11][CH:12]=1)[C:5]([O:7][CH2:8][CH3:9])=[O:6])([CH3:29])[CH3:28]. The catalyst class is: 11. (5) The catalyst class is: 63. Product: [CH2:17]([C:4]1[C:3]([O:2][CH3:1])=[CH:8][CH:7]=[CH:6][C:5]=1[CH2:9][CH2:10][CH2:11][C:12]([O:14][CH2:15][CH3:16])=[O:13])[C:18]1[CH:19]=[CH:20][CH:21]=[CH:22][CH:23]=1. Reactant: [CH3:1][O:2][C:3]1[C:4]([CH2:17][C:18]2[CH:23]=[CH:22][CH:21]=[CH:20][CH:19]=2)=[C:5]([CH2:9]/[CH:10]=[CH:11]/[C:12]([O:14][CH2:15][CH3:16])=[O:13])[CH:6]=[CH:7][CH:8]=1.[H][H]. (6) Reactant: [F:1][C:2]([F:20])([F:19])[C:3](O)=[CH:4][C:5]([C:7]1[CH:17]=[CH:16][C:10]2[O:11][CH2:12][C:13](=[O:15])[NH:14][C:9]=2[CH:8]=1)=O.[C:21]1([CH3:29])[CH:26]=[CH:25][CH:24]=[C:23]([NH:27][NH2:28])[CH:22]=1. Product: [C:21]1([CH3:29])[CH:26]=[CH:25][CH:24]=[C:23]([N:27]2[C:5]([C:7]3[CH:17]=[CH:16][C:10]4[O:11][CH2:12][C:13](=[O:15])[NH:14][C:9]=4[CH:8]=3)=[CH:4][C:3]([C:2]([F:20])([F:19])[F:1])=[N:28]2)[CH:22]=1. The catalyst class is: 66. (7) Reactant: Cl.[NH:2]1[CH2:7][CH2:6][CH2:5][CH2:4][CH:3]1[C:8]([NH2:10])=[O:9].[Cl:11][C:12]1[CH:13]=[C:14]2[CH:20]=[C:19]([C:21]([NH:23][C@@H:24]([CH2:28][C:29]3[CH:34]=[CH:33][C:32]([F:35])=[CH:31][CH:30]=3)[C:25](O)=[O:26])=[O:22])[NH:18][C:15]2=[CH:16][N:17]=1.CN(C(ON1N=NC2C=CC=NC1=2)=[N+](C)C)C.F[P-](F)(F)(F)(F)F.CCN(C(C)C)C(C)C. Product: [C:8]([CH:3]1[CH2:4][CH2:5][CH2:6][CH2:7][N:2]1[C:25](=[O:26])[C@@H:24]([NH:23][C:21]([C:19]1[NH:18][C:15]2=[CH:16][N:17]=[C:12]([Cl:11])[CH:13]=[C:14]2[CH:20]=1)=[O:22])[CH2:28][C:29]1[CH:30]=[CH:31][C:32]([F:35])=[CH:33][CH:34]=1)(=[O:9])[NH2:10]. The catalyst class is: 3. (8) Reactant: [Cl-].[NH+]1C=CC=CC=1.C[O:9][C:10]1[CH:22]=[CH:21][CH:20]=[CH:19][C:11]=1[NH:12][C:13]1[CH:18]=[CH:17][CH:16]=[CH:15][CH:14]=1. Product: [C:13]1([NH:12][C:11]2[CH:19]=[CH:20][CH:21]=[CH:22][C:10]=2[OH:9])[CH:14]=[CH:15][CH:16]=[CH:17][CH:18]=1. The catalyst class is: 33. (9) Reactant: [C:1]1([C:7]2[CH:11]=[C:10]([C:12]3[CH:17]=[CH:16][CH:15]=[CH:14][CH:13]=3)[N:9]([CH2:18][C:19]3[CH:38]=[CH:37][C:22]([CH2:23][NH:24][C:25]4[CH:30]=[CH:29][C:28]([CH2:31][CH2:32][C:33]([O:35]C)=[O:34])=[CH:27][CH:26]=4)=[CH:21][CH:20]=3)[N:8]=2)[CH:6]=[CH:5][CH:4]=[CH:3][CH:2]=1.[OH-].[Na+].O.C(O)(=O)CC(CC(O)=O)(C(O)=O)O. Product: [C:1]1([C:7]2[CH:11]=[C:10]([C:12]3[CH:13]=[CH:14][CH:15]=[CH:16][CH:17]=3)[N:9]([CH2:18][C:19]3[CH:20]=[CH:21][C:22]([CH2:23][NH:24][C:25]4[CH:26]=[CH:27][C:28]([CH2:31][CH2:32][C:33]([OH:35])=[O:34])=[CH:29][CH:30]=4)=[CH:37][CH:38]=3)[N:8]=2)[CH:2]=[CH:3][CH:4]=[CH:5][CH:6]=1. The catalyst class is: 111. (10) Reactant: [CH2:1]([CH:3]([NH:6][C:7]1[CH:12]=[C:11]([CH3:13])[N:10]=[C:9]([O:14][C:15]2[C:20]([CH3:21])=[CH:19][C:18]([CH3:22])=[CH:17][C:16]=2[CH3:23])[C:8]=1[OH:24])[CH2:4][CH3:5])[CH3:2].[Cl:25][CH2:26][C:27](Cl)=[O:28].C(N(CC)CC)C. Product: [CH2:1]([CH:3]([NH:6][C:7]1[CH:12]=[C:11]([CH3:13])[N:10]=[C:9]([O:14][C:15]2[C:20]([CH3:21])=[CH:19][C:18]([CH3:22])=[CH:17][C:16]=2[CH3:23])[C:8]=1[O:24][C:27](=[O:28])[CH2:26][Cl:25])[CH2:4][CH3:5])[CH3:2]. The catalyst class is: 1.